Dataset: Full USPTO retrosynthesis dataset with 1.9M reactions from patents (1976-2016). Task: Predict the reactants needed to synthesize the given product. (1) Given the product [NH2:34][CH:14]([C@H:15]1[CH2:20][CH2:19][C@H:18]([NH:21][CH2:22][C:23]2[N:24]=[CH:25][C:26]3[O:27][CH2:28][C:29](=[O:33])[NH:30][C:31]=3[N:32]=2)[CH2:17][CH2:16]1)[CH2:13][N:10]1[C:11]2[C:6](=[CH:5][CH:4]=[C:3]([O:2][CH3:1])[CH:12]=2)[N:7]=[CH:8][C:9]1=[O:47], predict the reactants needed to synthesize it. The reactants are: [CH3:1][O:2][C:3]1[CH:12]=[C:11]2[C:6]([N:7]=[CH:8][C:9](=[O:47])[N:10]2[CH2:13][CH:14]([NH:34]S(C2C=CC=CC=2[N+]([O-])=O)(=O)=O)[C@H:15]2[CH2:20][CH2:19][C@H:18]([NH:21][CH2:22][C:23]3[N:24]=[CH:25][C:26]4[O:27][CH2:28][C:29](=[O:33])[NH:30][C:31]=4[N:32]=3)[CH2:17][CH2:16]2)=[CH:5][CH:4]=1.C1(S)C=CC=CC=1.C(=O)([O-])[O-].[K+].[K+]. (2) The reactants are: [CH3:1][C:2]1[CH:6]=[C:5]([CH3:7])[NH:4][C:3]=1[C:8](=[C:12]1[C:20]2[C:15](=[CH:16][CH:17]=[CH:18][CH:19]=2)[NH:14][C:13]1=[O:21])[C:9](O)=[O:10].[Cl:22][C:23]1[CH:24]=[C:25]([CH:27]=[CH:28][C:29]=1[F:30])[NH2:26]. Given the product [Cl:22][C:23]1[CH:24]=[C:25]([NH:26][C:9](=[O:10])[C:8]([C:3]2[NH:4][C:5]([CH3:7])=[CH:6][C:2]=2[CH3:1])=[C:12]2[C:20]3[C:15](=[CH:16][CH:17]=[CH:18][CH:19]=3)[NH:14][C:13]2=[O:21])[CH:27]=[CH:28][C:29]=1[F:30], predict the reactants needed to synthesize it.